This data is from Full USPTO retrosynthesis dataset with 1.9M reactions from patents (1976-2016). The task is: Predict the reactants needed to synthesize the given product. Given the product [ClH:24].[Cl:24][C:19]1[CH:20]=[CH:21][CH:22]=[CH:23][C:18]=1[NH:17][C:14]1[CH:15]=[C:16]2[C:11]([C:10]([C:26]3[CH:27]=[CH:28][CH:29]=[CH:30][CH:31]=3)=[N:9][NH:8]2)=[CH:12][C:13]=1[CH3:25], predict the reactants needed to synthesize it. The reactants are: C(OC([N:8]1[C:16]2[C:11](=[CH:12][C:13]([CH3:25])=[C:14]([NH:17][C:18]3[CH:23]=[CH:22][CH:21]=[CH:20][C:19]=3[Cl:24])[CH:15]=2)[C:10]([C:26]2[CH:31]=[CH:30][CH:29]=[CH:28][CH:27]=2)=[N:9]1)=O)(C)(C)C.Cl.